Dataset: Catalyst prediction with 721,799 reactions and 888 catalyst types from USPTO. Task: Predict which catalyst facilitates the given reaction. (1) Product: [F:29][C:26]1[CH:27]=[CH:28][C:23]2[N:24]([CH:30]=[C:21]([C:19]([NH:18][C@H:15]3[CH2:14][CH2:13][C@@H:12]([N:9]4[C:10](=[O:11])[C:5]5[CH:4]=[C:3]([F:2])[CH:59]=[N:58][C:6]=5[N:7]([C:32]5[CH:33]=[C:34]([C:38]6[CH:43]=[CH:42][C:41]([CH2:44][N:45]7[CH2:46][CH2:47][NH:48][CH2:49][CH2:50]7)=[CH:40][CH:39]=6)[CH:35]=[CH:36][CH:37]=5)[C:8]4=[O:31])[CH2:17][CH2:16]3)=[O:20])[N:22]=2)[CH:25]=1. Reactant: Cl.[F:2][C:3]1[CH:59]=[N:58][C:6]2[N:7]([C:32]3[CH:33]=[C:34]([C:38]4[CH:43]=[CH:42][C:41]([CH2:44][N:45]5[CH2:50][CH2:49][N:48](C(OC(C)(C)C)=O)[CH2:47][CH2:46]5)=[CH:40][CH:39]=4)[CH:35]=[CH:36][CH:37]=3)[C:8](=[O:31])[N:9]([C@H:12]3[CH2:17][CH2:16][C@@H:15]([NH:18][C:19]([C:21]4[N:22]=[C:23]5[CH:28]=[CH:27][C:26]([F:29])=[CH:25][N:24]5[CH:30]=4)=[O:20])[CH2:14][CH2:13]3)[C:10](=[O:11])[C:5]=2[CH:4]=1. The catalyst class is: 12. (2) Reactant: [CH3:1][C:2]1(C)OC(=O)[C:5](=[C:9]([NH:11][CH2:12][CH:13]([C:18]([F:21])([F:20])[F:19])[C:14]([F:17])([F:16])[F:15])[CH3:10])[C:4](=[O:22])[O:3]1.CC[O-].[Na+]. Product: [F:15][C:14]([F:16])([F:17])[CH:13]([C:18]([F:19])([F:21])[F:20])[CH2:12][NH:11][C:9]([CH3:10])=[CH:5][C:4]([O:3][CH2:2][CH3:1])=[O:22]. The catalyst class is: 14. (3) Reactant: C([O:3][C:4]([C:6]1([NH:15][C:16](=[O:26])[C:17]2[CH:22]=[CH:21][CH:20]=[C:19]([C:23]#[N:24])[C:18]=2[CH3:25])[CH2:14][C:13]2[C:8](=[CH:9][CH:10]=[CH:11][CH:12]=2)[CH2:7]1)=[O:5])C.[OH-].[K+].CCO. Product: [C:23]([C:19]1[C:18]([CH3:25])=[C:17]([CH:22]=[CH:21][CH:20]=1)[C:16]([NH:15][C:6]1([C:4]([OH:5])=[O:3])[CH2:14][C:13]2[C:8](=[CH:9][CH:10]=[CH:11][CH:12]=2)[CH2:7]1)=[O:26])#[N:24]. The catalyst class is: 6.